From a dataset of TCR-epitope binding with 47,182 pairs between 192 epitopes and 23,139 TCRs. Binary Classification. Given a T-cell receptor sequence (or CDR3 region) and an epitope sequence, predict whether binding occurs between them. (1) Result: 0 (the TCR does not bind to the epitope). The epitope is FRYMNSQGL. The TCR CDR3 sequence is CASGDHYNEQFF. (2) The epitope is TFYLTNDVSFL. The TCR CDR3 sequence is CASSVATEGYGYTF. Result: 0 (the TCR does not bind to the epitope). (3) The epitope is KLSYGIATV. The TCR CDR3 sequence is CASSHWLAGGRDEQYF. Result: 1 (the TCR binds to the epitope). (4) The epitope is GILGFVFTL. The TCR CDR3 sequence is CASSYGVGTEAFF. Result: 1 (the TCR binds to the epitope). (5) The epitope is GTITSGWTF. The TCR CDR3 sequence is CASSSPSGPMVETQYF. Result: 0 (the TCR does not bind to the epitope). (6) The epitope is TLIGDCATV. The TCR CDR3 sequence is CASSGPGANTEAFF. Result: 1 (the TCR binds to the epitope). (7) The epitope is DPFRLLQNSQVFS. The TCR CDR3 sequence is CASSLTGGGGKTQYF. Result: 0 (the TCR does not bind to the epitope).